Dataset: Forward reaction prediction with 1.9M reactions from USPTO patents (1976-2016). Task: Predict the product of the given reaction. (1) Given the reactants [CH3:1][C:2]1[N:3]([C@@H:11]([CH3:15])[C:12]([OH:14])=O)[CH:4]=[C:5]([C:7]([F:10])([F:9])[F:8])[N:6]=1.C(Cl)(=O)C(Cl)=O.[Cl:22][C:23]1[CH:28]=[CH:27][C:26]([N:29]2[C:37]3[CH2:36][CH2:35][CH2:34][NH:33][C:32]=3[CH:31]=[N:30]2)=[CH:25][CH:24]=1.CCN(CC)CC, predict the reaction product. The product is: [Cl:22][C:23]1[CH:24]=[CH:25][C:26]([N:29]2[C:37]3[CH2:36][CH2:35][CH2:34][N:33]([C:12](=[O:14])[C@@H:11]([N:3]4[CH:4]=[C:5]([C:7]([F:8])([F:9])[F:10])[N:6]=[C:2]4[CH3:1])[CH3:15])[C:32]=3[CH:31]=[N:30]2)=[CH:27][CH:28]=1. (2) The product is: [Cl:1][C:2]1[CH:3]=[C:4]([N:8]([CH2:9][C:10]2[C:19]3[C:14](=[C:15]([F:20])[CH:16]=[CH:17][CH:18]=3)[NH:13][C:12](=[O:21])[CH:11]=2)[C:26](=[O:27])[C:25]2[CH:29]=[CH:30][CH:31]=[C:23]([F:22])[CH:24]=2)[CH:5]=[CH:6][CH:7]=1. Given the reactants [Cl:1][C:2]1[CH:3]=[C:4]([NH:8][CH2:9][C:10]2[C:19]3[C:14](=[C:15]([F:20])[CH:16]=[CH:17][CH:18]=3)[NH:13][C:12](=[O:21])[CH:11]=2)[CH:5]=[CH:6][CH:7]=1.[F:22][C:23]1[CH:24]=[C:25]([CH:29]=[CH:30][CH:31]=1)[C:26](Cl)=[O:27], predict the reaction product.